Dataset: Catalyst prediction with 721,799 reactions and 888 catalyst types from USPTO. Task: Predict which catalyst facilitates the given reaction. (1) Reactant: [CH3:1][O:2][C:3](=[O:17])[CH2:4][CH2:5][NH:6][C:7](=[O:16])[C:8]1[CH:13]=[CH:12][C:11]([CH:14]=O)=[CH:10][CH:9]=1.[C:18]1([C:24]2[CH:30]=[CH:29][C:27]([NH2:28])=[CH:26][CH:25]=2)[CH2:23][CH2:22][CH2:21][CH2:20][CH:19]=1.C([BH3-])#N.[Na+]. Product: [CH3:1][O:2][C:3](=[O:17])[CH2:4][CH2:5][NH:6][C:7](=[O:16])[C:8]1[CH:13]=[CH:12][C:11]([CH2:14][NH:28][C:27]2[CH:29]=[CH:30][C:24]([C:18]3[CH2:23][CH2:22][CH2:21][CH2:20][CH:19]=3)=[CH:25][CH:26]=2)=[CH:10][CH:9]=1. The catalyst class is: 5. (2) Reactant: [CH3:1][C@H:2]1[O:7][CH2:6][C@@H:5]([C:8]2[CH:13]=[CH:12][CH:11]=[CH:10][CH:9]=2)[NH:4][C:3]1=O.[H-].COCCO[Al+]OCCOC.[Na+].[H-].[OH-].[Na+]. Product: [CH3:1][C@H:2]1[O:7][CH2:6][C@@H:5]([C:8]2[CH:9]=[CH:10][CH:11]=[CH:12][CH:13]=2)[NH:4][CH2:3]1. The catalyst class is: 11. (3) Reactant: [CH3:1][C@@H:2]1[CH2:7][CH2:6][C@H:5]([NH:8][C:9]2[CH:10]=[C:11]3[C:16](=[CH:17][CH:18]=2)[CH:15]=[C:14]([C:19](OC)=[O:20])[CH:13]=[CH:12]3)[CH2:4][CH2:3]1.[H-].[H-].[H-].[H-].[Li+].[Al+3]. Product: [CH3:1][C@@H:2]1[CH2:3][CH2:4][C@H:5]([NH:8][C:9]2[CH:10]=[C:11]3[C:16](=[CH:17][CH:18]=2)[CH:15]=[C:14]([CH2:19][OH:20])[CH:13]=[CH:12]3)[CH2:6][CH2:7]1. The catalyst class is: 1. (4) Reactant: CCOC(/N=N/C(OCC)=O)=O.[Cl:13][C:14]1[CH:19]=[CH:18][C:17]([C:20]2[O:28][C:27]3[CH:26]=[CH:25][N:24]([C:29]4[CH:34]=[CH:33][C:32]([OH:35])=[C:31]([O:36][CH3:37])[CH:30]=4)[C:23](=[O:38])[C:22]=3[CH:21]=2)=[CH:16][CH:15]=1.C1(P(C2C=CC=CC=2)C2C=CC=CC=2)C=CC=CC=1.[O:58]1[CH2:61][CH2:60][CH:59]1[CH2:62]O. Product: [Cl:13][C:14]1[CH:15]=[CH:16][C:17]([C:20]2[O:28][C:27]3[CH:26]=[CH:25][N:24]([C:29]4[CH:34]=[CH:33][C:32]([O:35][CH2:62][CH:59]5[CH2:60][CH2:61][O:58]5)=[C:31]([O:36][CH3:37])[CH:30]=4)[C:23](=[O:38])[C:22]=3[CH:21]=2)=[CH:18][CH:19]=1. The catalyst class is: 1. (5) Reactant: [CH2:1]([O:3][C:4]([C:6]1([C:9]2[CH:14]=[CH:13][C:12]([C:15]3[CH:20]=[CH:19][C:18]([C:21]4[O:25][N:24]=[C:23]([CH3:26])[C:22]=4[CH2:27][NH:28]C(OCC4C=CC=CC=4)=O)=[CH:17][CH:16]=3)=[CH:11][CH:10]=2)[CH2:8][CH2:7]1)=[O:5])[CH3:2]. Product: [CH2:1]([O:3][C:4]([C:6]1([C:9]2[CH:10]=[CH:11][C:12]([C:15]3[CH:20]=[CH:19][C:18]([C:21]4[O:25][N:24]=[C:23]([CH3:26])[C:22]=4[CH2:27][NH2:28])=[CH:17][CH:16]=3)=[CH:13][CH:14]=2)[CH2:8][CH2:7]1)=[O:5])[CH3:2]. The catalyst class is: 55. (6) Reactant: [N:1]1[N:12]2[C:4]([N:5]=[C:6]3[C:10](=[C:11]2[C:13]2[CH:18]=[CH:17][C:16]([OH:19])=[C:15](I)[CH:14]=2)[CH2:9][CH2:8][CH2:7]3)=[CH:3][CH:2]=1.[CH:21]#[C:22][CH2:23][CH2:24][OH:25].C(N(CC)CC)C. Product: [N:1]1[N:12]2[C:4]([N:5]=[C:6]3[C:10](=[C:11]2[C:13]2[CH:18]=[CH:17][C:16]4[O:19][C:22]([CH2:23][CH2:24][OH:25])=[CH:21][C:15]=4[CH:14]=2)[CH2:9][CH2:8][CH2:7]3)=[CH:3][CH:2]=1. The catalyst class is: 122. (7) Reactant: [OH-].[Na+].O.[Br:4][C:5]1[CH:6]=[C:7]2[C:12](=[CH:13][CH:14]=1)[CH:11]=[C:10]([OH:15])[CH:9]=[CH:8]2.Cl.Cl[CH2:18][CH2:19][N:20]1[CH2:25][CH2:24][CH2:23][CH2:22][CH2:21]1. Product: [Br:4][C:5]1[CH:6]=[C:7]2[C:12](=[CH:13][CH:14]=1)[CH:11]=[C:10]([O:15][CH2:18][CH2:19][N:20]1[CH2:25][CH2:24][CH2:23][CH2:22][CH2:21]1)[CH:9]=[CH:8]2. The catalyst class is: 1.